Dataset: Catalyst prediction with 721,799 reactions and 888 catalyst types from USPTO. Task: Predict which catalyst facilitates the given reaction. (1) Reactant: CN(C)C=O.[Br:6][C:7]1[CH:12]=[CH:11][C:10]([C:13]2([CH2:16][OH:17])[CH2:15][CH2:14]2)=[CH:9][CH:8]=1.[H-].[Na+].Br[CH2:21][CH2:22][CH3:23]. Product: [Br:6][C:7]1[CH:8]=[CH:9][C:10]([C:13]2([CH2:16][O:17][CH2:21][CH2:22][CH3:23])[CH2:14][CH2:15]2)=[CH:11][CH:12]=1. The catalyst class is: 6. (2) Reactant: [CH:1]([C:4]1[NH:8][N:7]=[C:6]([C:9]([OH:11])=[O:10])[CH:5]=1)([CH3:3])[CH3:2].[N+:12]([O-])([OH:14])=[O:13]. Product: [CH:1]([C:4]1[NH:8][N:7]=[C:6]([C:9]([OH:11])=[O:10])[C:5]=1[N+:12]([O-:14])=[O:13])([CH3:3])[CH3:2]. The catalyst class is: 65. (3) Reactant: FC(F)(F)C(O)=O.Cl[C:9]1[CH:14]=[CH:13][C:12]([C@H:15]2[N:22]3C(SC(C(O)=O)=C3COC)=[N:17][C@H:16]2[C:29]2[CH:34]=[CH:33][C:32]([Cl:35])=[CH:31][CH:30]=2)=CC=1. Product: [NH2:17][CH:16]([C:29]1[CH:30]=[CH:31][C:32]([Cl:35])=[CH:33][CH:34]=1)[C:15]1([NH2:22])[CH2:12][CH2:13][CH2:14][CH2:9]1. The catalyst class is: 4. (4) Reactant: [CH2:1]([N:3]1[CH:7]=[C:6]([CH2:8][CH2:9][NH:10][C:11]([NH:13][C:14]2[S:15][C:16]([C:20]3[CH:25]=[C:24]([CH3:26])[N:23]=[C:22](S(C)=O)[N:21]=3)=[C:17]([CH3:19])[N:18]=2)=[O:12])[N:5]=[CH:4]1)[CH3:2].[CH3:30][N:31]([CH3:36])[CH2:32][CH2:33][NH:34][CH3:35]. Product: [CH3:30][N:31]([CH3:36])[CH2:32][CH2:33][N:34]([CH3:35])[C:22]1[N:21]=[C:20]([C:16]2[S:15][C:14]([NH:13][C:11]([NH:10][CH2:9][CH2:8][C:6]3[N:5]=[CH:4][N:3]([CH2:1][CH3:2])[CH:7]=3)=[O:12])=[N:18][C:17]=2[CH3:19])[CH:25]=[C:24]([CH3:26])[N:23]=1. The catalyst class is: 12. (5) The catalyst class is: 10. Reactant: [N+:1]([CH2:4][CH3:5])([O-:3])=[O:2].P([O-])([O-])([O-])=O.[K+].[K+].[K+].[Cl:14][C:15]1[CH:22]=[C:21]([Cl:23])[CH:20]=[CH:19][C:16]=1[CH:17]=[O:18].O. Product: [Cl:14][C:15]1[CH:22]=[C:21]([Cl:23])[CH:20]=[CH:19][C:16]=1[CH:17]([OH:18])[CH:4]([N+:1]([O-:3])=[O:2])[CH3:5]. (6) Reactant: [NH:1]1[C:9]2[C:4](=[CH:5][CH:6]=[CH:7][CH:8]=2)[CH2:3][C:2]1=[O:10].[CH2:11]([Li])[CH2:12][CH2:13][CH3:14].ICCCCI.O. Product: [NH:1]1[C:9]2[C:4](=[CH:5][CH:6]=[CH:7][CH:8]=2)[C:3]2([CH2:14][CH2:13][CH2:12][CH2:11]2)[C:2]1=[O:10]. The catalyst class is: 1. (7) Reactant: [CH2:1]([O:8][C:9]1[CH:17]=[C:16]2[C:12]([C@H:13]([CH2:18][Cl:19])[CH2:14][NH:15]2)=[C:11]2[S:20][C:21]([CH3:23])=[CH:22][C:10]=12)[C:2]1[CH:7]=[CH:6][CH:5]=[CH:4][CH:3]=1.[N:24]1([CH2:29][CH2:30][O:31][C:32]2[CH:33]=[C:34]3[C:38](=[CH:39][CH:40]=2)[NH:37][C:36]([C:41](O)=[O:42])=[CH:35]3)[CH2:28][CH2:27][CH2:26][CH2:25]1.CCN=C=NCCCN(C)C.Cl. Product: [CH2:1]([O:8][C:9]1[CH:17]=[C:16]2[C:12]([C@H:13]([CH2:18][Cl:19])[CH2:14][N:15]2[C:41]([C:36]2[NH:37][C:38]3[C:34]([CH:35]=2)=[CH:33][C:32]([O:31][CH2:30][CH2:29][N:24]2[CH2:28][CH2:27][CH2:26][CH2:25]2)=[CH:40][CH:39]=3)=[O:42])=[C:11]2[S:20][C:21]([CH3:23])=[CH:22][C:10]=12)[C:2]1[CH:3]=[CH:4][CH:5]=[CH:6][CH:7]=1. The catalyst class is: 31. (8) Reactant: [Cl:1][C:2]1[CH:7]=[CH:6][C:5]([CH2:8][NH:9][C:10]([CH:12]2[CH2:14][CH2:13]2)=[O:11])=[CH:4][C:3]=1[NH:15][NH:16]C(OC(C)(C)C)=O.[F:24][C:25]1[CH:35]=[C:34]([C:36]([F:39])([F:38])[F:37])[CH:33]=[CH:32][C:26]=1[C:27]([N:29]=[C:30]=[O:31])=O.C(O)(C(F)(F)F)=O. Product: [Cl:1][C:2]1[CH:7]=[CH:6][C:5]([CH2:8][NH:9][C:10]([CH:12]2[CH2:14][CH2:13]2)=[O:11])=[CH:4][C:3]=1[N:15]1[C:30](=[O:31])[NH:29][C:27]([C:26]2[CH:32]=[CH:33][C:34]([C:36]([F:39])([F:38])[F:37])=[CH:35][C:25]=2[F:24])=[N:16]1. The catalyst class is: 2.